From a dataset of Full USPTO retrosynthesis dataset with 1.9M reactions from patents (1976-2016). Predict the reactants needed to synthesize the given product. (1) Given the product [C:34]([C:38]1[CH:39]=[CH:40][C:41]([C:42]([NH:1][C:2]2[CH:7]=[CH:6][CH:5]=[C:4]([C:8]3[N:9]=[C:10]([NH:17][C:18]4[CH:26]=[C:25]5[C:21]([CH:22]=[CH:23][NH:24]5)=[CH:20][CH:19]=4)[C:11]4[N:12]([CH:14]=[CH:15][N:16]=4)[CH:13]=3)[CH:3]=2)=[O:43])=[CH:45][CH:46]=1)([CH3:37])([CH3:35])[CH3:36], predict the reactants needed to synthesize it. The reactants are: [NH2:1][C:2]1[CH:3]=[C:4]([C:8]2[N:9]=[C:10]([NH:17][C:18]3[CH:26]=[C:25]4[C:21]([CH:22]=[CH:23][NH:24]4)=[CH:20][CH:19]=3)[C:11]3[N:12]([CH:14]=[CH:15][N:16]=3)[CH:13]=2)[CH:5]=[CH:6][CH:7]=1.C(N(CC)CC)C.[C:34]([C:38]1[CH:46]=[CH:45][C:41]([C:42](Cl)=[O:43])=[CH:40][CH:39]=1)([CH3:37])([CH3:36])[CH3:35]. (2) Given the product [C:1]([NH:4][CH2:5][CH2:6][NH:7][C:8]1[N:13]=[C:12]([C:14]2[CH:19]=[CH:18][CH:17]=[CH:16][CH:15]=2)[N:11]=[C:10]([NH:20][C:21](=[O:24])[CH2:22][N:35]2[CH2:36][CH2:37][CH:32]([CH2:31][C:30]3[CH:29]=[CH:28][C:27]([O:26][CH3:25])=[CH:39][CH:38]=3)[CH2:33][CH2:34]2)[CH:9]=1)(=[O:3])[CH3:2], predict the reactants needed to synthesize it. The reactants are: [C:1]([NH:4][CH2:5][CH2:6][NH:7][C:8]1[N:13]=[C:12]([C:14]2[CH:19]=[CH:18][CH:17]=[CH:16][CH:15]=2)[N:11]=[C:10]([NH:20][C:21](=[O:24])[CH2:22]Cl)[CH:9]=1)(=[O:3])[CH3:2].[CH3:25][O:26][C:27]1[CH:39]=[CH:38][C:30]([CH2:31][CH:32]2[CH2:37][CH2:36][NH:35][CH2:34][CH2:33]2)=[CH:29][CH:28]=1.CCN(C(C)C)C(C)C.C1COCC1. (3) The reactants are: [C:1]([O:5][C:6](=[O:13])[NH:7][CH:8]1[CH2:11][C:10](=C)[CH2:9]1)([CH3:4])([CH3:3])[CH3:2].[O:14]=[O+][O-].CCOC(C)=O. Given the product [C:1]([O:5][C:6](=[O:13])[NH:7][CH:8]1[CH2:11][C:10](=[O:14])[CH2:9]1)([CH3:4])([CH3:3])[CH3:2], predict the reactants needed to synthesize it. (4) Given the product [NH2:1][C:4]1[CH:9]=[CH:8][C:7]([C:10]2([NH:13][C:14](=[O:20])[O:15][C:16]([CH3:18])([CH3:17])[CH3:19])[CH2:12][CH2:11]2)=[CH:6][CH:5]=1, predict the reactants needed to synthesize it. The reactants are: [N+:1]([C:4]1[CH:9]=[CH:8][C:7]([C:10]2([NH:13][C:14](=[O:20])[O:15][C:16]([CH3:19])([CH3:18])[CH3:17])[CH2:12][CH2:11]2)=[CH:6][CH:5]=1)([O-])=O.S([O-])([O-])(=O)=O.[Mg+2]. (5) Given the product [CH2:1]([O:8][C:9]1[CH:10]=[C:11]([CH:16]=[CH:17][C:18]=1[O:19][CH3:20])[C:12]([OH:14])=[O:13])[C:2]1[CH:3]=[CH:4][CH:5]=[CH:6][CH:7]=1, predict the reactants needed to synthesize it. The reactants are: [CH2:1]([O:8][C:9]1[CH:10]=[C:11]([CH:16]=[CH:17][C:18]=1[O:19][CH3:20])[C:12]([O:14]C)=[O:13])[C:2]1[CH:7]=[CH:6][CH:5]=[CH:4][CH:3]=1.[OH-].[Na+].Cl. (6) Given the product [CH3:23][C:20]([C:24]1[CH:29]=[C:28]([CH2:30][CH:4]2[S:5][CH2:6][CH2:7][N:2]([CH3:1])[C:3]2=[O:8])[CH:27]=[C:26]([C:31]([CH3:34])([CH3:33])[CH3:32])[C:25]=1[OH:35])([CH3:21])[CH3:22], predict the reactants needed to synthesize it. The reactants are: [CH3:1][N:2]1[CH2:7][CH2:6][S:5][CH2:4][C:3]1=[O:8].C([Li])CCC.CCCCCC.[C:20]([C:24]1[CH:29]=[C:28]([CH3:30])[CH:27]=[C:26]([C:31]([CH3:34])([CH3:33])[CH3:32])[C:25]=1[OH:35])([CH3:23])([CH3:22])[CH3:21]. (7) Given the product [Cl:23][C:24]1[CH:25]=[C:26]([C:7]2[C:11]([C:12]([F:15])([F:14])[F:13])=[N:10][N:9]([C:16]3[N:21]=[CH:20][CH:19]=[CH:18][N:17]=3)[C:8]=2[NH2:22])[CH:27]=[CH:28][C:29]=1[O:30][CH:31]([CH3:33])[CH3:32], predict the reactants needed to synthesize it. The reactants are: CN(C=O)C.Br[C:7]1[C:11]([C:12]([F:15])([F:14])[F:13])=[N:10][N:9]([C:16]2[N:21]=[CH:20][CH:19]=[CH:18][N:17]=2)[C:8]=1[NH2:22].[Cl:23][C:24]1[CH:25]=[C:26](B(O)O)[CH:27]=[CH:28][C:29]=1[O:30][CH:31]([CH3:33])[CH3:32].C(=O)([O-])[O-].[Na+].[Na+].